Dataset: Retrosynthesis with 50K atom-mapped reactions and 10 reaction types from USPTO. Task: Predict the reactants needed to synthesize the given product. (1) Given the product Cn1cc(CCCO)c2ccccc21, predict the reactants needed to synthesize it. The reactants are: COC(=O)CCc1cn(C)c2ccccc12. (2) Given the product OC1(c2ccccn2)CCN(c2ncc(Br)cc2Cl)CC1, predict the reactants needed to synthesize it. The reactants are: Clc1cc(Br)cnc1Cl.OC1(c2ccccn2)CCNCC1. (3) Given the product CCN(C)S(=O)(=O)Nc1cccc(CO)c1F, predict the reactants needed to synthesize it. The reactants are: CCN(C)S(=O)(=O)Nc1cccc(C(=O)OC)c1F. (4) Given the product Oc1cc(Cl)c(Cn2ccnc2S)c(Cl)c1, predict the reactants needed to synthesize it. The reactants are: COc1cc(Cl)c(Cn2ccnc2S)c(Cl)c1. (5) Given the product Cc1nn(CCN)c(C)c1Oc1ccc(Cl)cc1, predict the reactants needed to synthesize it. The reactants are: Cc1n[nH]c(C)c1Oc1ccc(Cl)cc1.NCCCl. (6) The reactants are: Brc1ccc(OC[C@@H]2Cn3c(nc4ccccc43)O2)cc1.Cn1nccc1B1OC(C)(C)C(C)(C)O1. Given the product Cn1nccc1-c1ccc(OC[C@@H]2Cn3c(nc4ccccc43)O2)cc1, predict the reactants needed to synthesize it.